Dataset: Full USPTO retrosynthesis dataset with 1.9M reactions from patents (1976-2016). Task: Predict the reactants needed to synthesize the given product. (1) Given the product [N:5]1[CH:6]=[CH:7][CH:8]=[CH:9][C:4]=1[CH2:3][CH2:2][C:10]#[N:11], predict the reactants needed to synthesize it. The reactants are: Br[CH2:2][CH2:3][C:4]1[CH:9]=[CH:8][CH:7]=[CH:6][N:5]=1.[CH3:10][N:11](C=O)C. (2) Given the product [CH3:34][O:20][C:18](=[O:19])[CH2:17][CH:16]([CH:21]1[CH2:22][CH2:23][CH2:24]1)[NH:15][CH2:13][C:29]1[CH:32]=[CH:33][C:26]([F:25])=[CH:27][CH:28]=1, predict the reactants needed to synthesize it. The reactants are: C[Si](C=[N+]=[N-])(C)C.C(O[C:13]([NH:15][CH:16]([CH:21]1[CH2:24][CH2:23][CH2:22]1)[CH2:17][C:18]([OH:20])=[O:19])=O)(C)(C)C.[F:25][C:26]1[CH:33]=[CH:32][C:29](C=O)=[CH:28][CH:27]=1.[C:34]([O-])(=O)C.[Na+].C([BH3-])#N.[Na+].